Dataset: Full USPTO retrosynthesis dataset with 1.9M reactions from patents (1976-2016). Task: Predict the reactants needed to synthesize the given product. (1) The reactants are: Cl[C:2]([C:14]1[CH:19]=[CH:18][C:17]([NH:20][C:21](=[O:27])[O:22][C:23]([CH3:26])([CH3:25])[CH3:24])=[CH:16][CH:15]=1)([C:7]1[CH:12]=[CH:11][C:10]([Cl:13])=[CH:9][CH:8]=1)[C:3]([F:6])([F:5])[F:4].Cl.[Cl:29][C:30]1[CH:31]=[N:32][NH:33][CH:34]=1.C(=O)([O-])[O-].[K+].[K+].[I-].[K+]. Given the product [Cl:13][C:10]1[CH:11]=[CH:12][C:7]([C:2]([C:14]2[CH:19]=[CH:18][C:17]([NH:20][C:21](=[O:27])[O:22][C:23]([CH3:26])([CH3:25])[CH3:24])=[CH:16][CH:15]=2)([N:32]2[CH:31]=[C:30]([Cl:29])[CH:34]=[N:33]2)[C:3]([F:6])([F:5])[F:4])=[CH:8][CH:9]=1, predict the reactants needed to synthesize it. (2) Given the product [CH3:27][C:28]1[CH:32]=[C:31]([N:33]2[CH2:37][CH2:36][N:35]([CH2:38][C:39](=[O:46])[C:40]3[CH:45]=[CH:44][CH:43]=[CH:42][CH:41]=3)[C:34]2=[O:47])[S:30][C:29]=1[C:48]([OH:50])=[O:49], predict the reactants needed to synthesize it. The reactants are: CC1C=C(N2CCN(CCOC3C=CC=CC=3)C2=O)SC=1C(OCC)=O.[CH3:27][C:28]1[CH:32]=[C:31]([N:33]2[CH2:37][CH2:36][N:35]([CH2:38][C:39](=[O:46])[C:40]3[CH:45]=[CH:44][CH:43]=[CH:42][CH:41]=3)[C:34]2=[O:47])[S:30][C:29]=1[C:48]([O:50]CC)=[O:49]. (3) Given the product [CH3:20][CH:19]([CH3:21])[C:18]([NH:17][C:13]1[CH:14]=[CH:15][CH:16]=[C:11]([CH:8]2[CH2:9][CH2:10][N:5]([CH2:4][CH2:3][C@H:2]([O:1][C:29]3[CH:34]=[CH:33][CH:32]=[CH:31][CH:30]=3)[C:23]3[CH:24]=[CH:25][CH:26]=[CH:27][CH:28]=3)[CH2:6][CH2:7]2)[CH:12]=1)=[O:22], predict the reactants needed to synthesize it. The reactants are: [OH:1][C@@H:2]([C:23]1[CH:28]=[CH:27][CH:26]=[CH:25][CH:24]=1)[CH2:3][CH2:4][N:5]1[CH2:10][CH2:9][CH:8]([C:11]2[CH:12]=[C:13]([NH:17][C:18](=[O:22])[CH:19]([CH3:21])[CH3:20])[CH:14]=[CH:15][CH:16]=2)[CH2:7][CH2:6]1.[C:29]1(O)[CH:34]=[CH:33][CH:32]=[CH:31][CH:30]=1.C1(P(C2C=CC=CC=2)C2C=CC=CC=2)C=CC=CC=1.N(C(OCC)=O)=NC(OCC)=O.N. (4) Given the product [F:38][C:39]([F:52])([F:51])[S:40]([O:31][C:28]1[CH:27]=[CH:26][C:25]([C:3]2[CH:4]=[CH:5][C:6]([O:8][CH2:9][CH:10]3[CH2:11][CH2:12][N:13]([CH2:16][C:17]4([C:21]([F:22])([F:23])[F:24])[CH2:20][CH2:19][CH2:18]4)[CH2:14][CH2:15]3)=[CH:7][C:2]=2[F:1])=[CH:30][CH:29]=1)(=[O:42])=[O:41], predict the reactants needed to synthesize it. The reactants are: [F:1][C:2]1[CH:7]=[C:6]([O:8][CH2:9][CH:10]2[CH2:15][CH2:14][N:13]([CH2:16][C:17]3([C:21]([F:24])([F:23])[F:22])[CH2:20][CH2:19][CH2:18]3)[CH2:12][CH2:11]2)[CH:5]=[CH:4][C:3]=1[C:25]1[CH:30]=[CH:29][C:28]([OH:31])=[CH:27][CH:26]=1.N1C=CC=CC=1.[F:38][C:39]([F:52])([F:51])[S:40](O[S:40]([C:39]([F:52])([F:51])[F:38])(=[O:42])=[O:41])(=[O:42])=[O:41].O. (5) Given the product [F:15][C:16]1[CH:23]=[CH:22][C:19]([CH2:20][NH:21][CH:2]2[CH2:7][CH2:6][N:5]([C:8]([O:10][C:11]([CH3:14])([CH3:13])[CH3:12])=[O:9])[CH2:4][CH2:3]2)=[CH:18][CH:17]=1, predict the reactants needed to synthesize it. The reactants are: O=[C:2]1[CH2:7][CH2:6][N:5]([C:8]([O:10][C:11]([CH3:14])([CH3:13])[CH3:12])=[O:9])[CH2:4][CH2:3]1.[F:15][C:16]1[CH:23]=[CH:22][C:19]([CH2:20][NH2:21])=[CH:18][CH:17]=1.C(O)(=O)C.[BH3-]C#N.[Na+]. (6) Given the product [CH3:26][N:25]([CH3:27])[C:23]([C:22]1[CH:28]=[CH:29][C:19]([O:17][C:8]2[C:6]3[CH:7]=[C:3]([CH2:1][CH3:2])[O:4][C:5]=3[CH:11]=[C:10]([C:12]([O:14][CH2:15][CH3:16])=[O:13])[CH:9]=2)=[CH:20][CH:21]=1)=[O:24], predict the reactants needed to synthesize it. The reactants are: [CH2:1]([C:3]1[O:4][C:5]2[CH:11]=[C:10]([C:12]([O:14][CH2:15][CH3:16])=[O:13])[CH:9]=[C:8]([OH:17])[C:6]=2[CH:7]=1)[CH3:2].I[C:19]1[CH:29]=[CH:28][C:22]([C:23]([N:25]([CH3:27])[CH3:26])=[O:24])=[CH:21][CH:20]=1.C([O-])([O-])=O.[Cs+].[Cs+].